From a dataset of Catalyst prediction with 721,799 reactions and 888 catalyst types from USPTO. Predict which catalyst facilitates the given reaction. Product: [CH3:1][NH:2][C:3](=[O:13])[C:4]1[CH:9]=[CH:8][CH:7]=[C:6]([CH:10]=[N:28][NH:29][C:34]2[CH:35]=[CH:36][C:31]([CH3:41])=[CH:32][CH:33]=2)[C:5]=1[OH:12]. Reactant: [CH3:1][NH:2][C:3](=[O:13])[C:4]1[CH:9]=[CH:8][CH:7]=[C:6]([CH:10]=O)[C:5]=1[OH:12].C1(C)C=CC(C2C(C([NH:28][NH2:29])=O)=CC=CC=2)=CC=1.[C:31]1([CH3:41])[CH:36]=[CH:35][C:34](S(O)(=O)=O)=[CH:33][CH:32]=1. The catalyst class is: 5.